Task: Predict which catalyst facilitates the given reaction.. Dataset: Catalyst prediction with 721,799 reactions and 888 catalyst types from USPTO Reactant: O.O.[Sn](Cl)(Cl)(Cl)Cl.[N+:8]([C:11]1[CH:12]=[C:13]2[C:19]([C:20]([F:23])([F:22])[F:21])=[CH:18][NH:17][C:14]2=[N:15][CH:16]=1)([O-])=O.C(=O)(O)[O-].[Na+]. Product: [NH2:8][C:11]1[CH:12]=[C:13]2[C:19]([C:20]([F:23])([F:22])[F:21])=[CH:18][NH:17][C:14]2=[N:15][CH:16]=1. The catalyst class is: 13.